Dataset: HIV replication inhibition screening data with 41,000+ compounds from the AIDS Antiviral Screen. Task: Binary Classification. Given a drug SMILES string, predict its activity (active/inactive) in a high-throughput screening assay against a specified biological target. (1) The drug is Cc1noc(NS(=O)(=O)c2ccc(Nc3nc(CC(=O)Nc4ccccc4)cs3)cc2)c1C. The result is 0 (inactive). (2) The drug is CN(C)CCNC(=O)c1cccc2c(NCCN(C)C)c3ccccc3nc12.Cl. The result is 0 (inactive). (3) The compound is ON=C(c1nc2ccc(Cl)cc2nc1O)C(O)c1ccc(Cl)cc1Cl. The result is 0 (inactive). (4) The molecule is O=C(CCN(C(=O)O)S(=O)(=O)c1ccc(NC(=O)c2ccccc2)cc1)NC1CCCCC1. The result is 0 (inactive). (5) The compound is Cc1ccc(O)c(C(c2cc(C)ccc2O)c2cc([N+](=O)[O-])ccc2O)c1. The result is 0 (inactive). (6) The drug is COC(=O)C(Cc1c(C2Nc3ccccc3C2CC(NC(C)=O)C(=O)OC)[nH]c2ccccc12)NC(C)=O. The result is 0 (inactive).